Dataset: Forward reaction prediction with 1.9M reactions from USPTO patents (1976-2016). Task: Predict the product of the given reaction. (1) Given the reactants [N+:1]([C:4]1[CH:5]=[C:6]([CH:10]=[CH:11][CH:12]=1)[C:7](O)=O)([O-:3])=[O:2].[NH:13]1[CH2:17][CH2:16][CH2:15][CH2:14]1.[OH:18][C:19]1C2N=NNC=2C=CC=1.CNC(N=C=NCC)CCNC.C(NC(C)C)(C)C, predict the reaction product. The product is: [N+:1]([C:4]1[CH:5]=[C:6]([CH2:7][C:19]([N:13]2[CH2:17][CH2:16][CH2:15][CH2:14]2)=[O:18])[CH:10]=[CH:11][CH:12]=1)([O-:3])=[O:2]. (2) Given the reactants [CH2:1]([O:3][P:4]([CH:9]([Br:25])[C:10]1[CH:15]=[CH:14][C:13]([CH2:16][NH:17]C(OC(C)(C)C)=O)=[CH:12][CH:11]=1)(=[O:8])[O:5][CH2:6][CH3:7])[CH3:2].FC(F)(F)C(O)=O, predict the reaction product. The product is: [CH2:1]([O:3][P:4]([CH:9]([C:10]1[CH:11]=[CH:12][C:13]([CH2:16][NH2:17])=[CH:14][CH:15]=1)[Br:25])(=[O:8])[O:5][CH2:6][CH3:7])[CH3:2]. (3) Given the reactants [CH3:1][C:2]1[CH:3]=[N:4][CH:5]=[CH:6][C:7]=1[CH:8]([OH:10])[CH3:9], predict the reaction product. The product is: [CH3:1][C:2]1[CH:3]=[N:4][CH:5]=[CH:6][C:7]=1[C:8](=[O:10])[CH3:9]. (4) Given the reactants [F:1][C:2]1[CH:7]=[C:6]([C:8]2[CH:13]=[N:12][CH:11]=[C:10]3[N:14]([CH3:17])[N:15]=[CH:16][C:9]=23)[CH:5]=[CH:4][C:3]=1[NH2:18].[C:19]([O-:22])([O-])=[O:20].[Na+].[Na+], predict the reaction product. The product is: [C:2]1([O:22][C:19](=[O:20])[NH:18][C:3]2[CH:4]=[CH:5][C:6]([C:8]3[CH:13]=[N:12][CH:11]=[C:10]4[N:14]([CH3:17])[N:15]=[CH:16][C:9]=34)=[CH:7][C:2]=2[F:1])[CH:7]=[CH:6][CH:5]=[CH:4][CH:3]=1. (5) Given the reactants [OH:1][C:2]1[CH:7]=[C:6]([CH3:8])[C:5]([C:9]2[N:10]=[C:11]([NH:14][C:15](=[O:22])[C:16]3[CH:21]=[CH:20][N:19]=[CH:18][CH:17]=3)[S:12][CH:13]=2)=[C:4]([CH3:23])[CH:3]=1.C(=O)([O-])[O-].[Cs+].[Cs+].Br[C:31]1[CH:32]=[CH:33][C:34]([NH:37][CH2:38][CH2:39][O:40][CH3:41])=[N:35][CH:36]=1, predict the reaction product. The product is: [CH3:41][O:40][CH2:39][CH2:38][NH:37][C:34]1[N:35]=[CH:36][C:31]([O:1][C:2]2[CH:3]=[C:4]([CH3:23])[C:5]([C:9]3[N:10]=[C:11]([NH:14][C:15](=[O:22])[C:16]4[CH:21]=[CH:20][N:19]=[CH:18][CH:17]=4)[S:12][CH:13]=3)=[C:6]([CH3:8])[CH:7]=2)=[CH:32][CH:33]=1. (6) Given the reactants [NH2:1][C:2]1[N:7]=[C:6]([CH3:8])[C:5]([CH2:9][CH2:10][CH2:11][NH:12][C:13](=[O:25])[CH2:14][C:15]2[CH:20]=[CH:19][C:18]([CH2:21][C:22]([OH:24])=[O:23])=[CH:17][CH:16]=2)=[C:4]([NH:26][CH2:27][CH2:28][CH2:29][CH2:30][CH3:31])[N:3]=1.Cl.[CH3:33]O, predict the reaction product. The product is: [NH2:1][C:2]1[N:7]=[C:6]([CH3:8])[C:5]([CH2:9][CH2:10][CH2:11][NH:12][C:13](=[O:25])[CH2:14][C:15]2[CH:20]=[CH:19][C:18]([CH2:21][C:22]([O:24][CH3:33])=[O:23])=[CH:17][CH:16]=2)=[C:4]([NH:26][CH2:27][CH2:28][CH2:29][CH2:30][CH3:31])[N:3]=1. (7) Given the reactants [F:1][C:2]1[CH:7]=[C:6]([F:8])[CH:5]=[CH:4][C:3]=1[C:9]1[N:14]=[C:13]([N:15]2[CH2:20][CH2:19][N:18](C(OC(C)(C)C)=O)[CH2:17][CH2:16]2)[CH:12]=[N:11][CH:10]=1.C(OCC)(=O)C.Cl, predict the reaction product. The product is: [F:1][C:2]1[CH:7]=[C:6]([F:8])[CH:5]=[CH:4][C:3]=1[C:9]1[CH:10]=[N:11][CH:12]=[C:13]([N:15]2[CH2:16][CH2:17][NH:18][CH2:19][CH2:20]2)[N:14]=1.